The task is: Predict the reactants needed to synthesize the given product.. This data is from Full USPTO retrosynthesis dataset with 1.9M reactions from patents (1976-2016). (1) Given the product [Cl:20][C:21]1[CH:26]=[CH:25][CH:24]=[CH:23][C:22]=1[C:27]1[C:28]([C:33]([N:3]2[CH2:4][C@@H:5]3[C@@H:1]([CH2:6]3)[C@H:2]2[CH2:7][NH:8][C:9]([C:11]2[CH:12]=[CH:13][CH:14]=[C:15]3[O:19][CH:18]=[CH:17][C:16]=23)=[O:10])=[O:34])=[CH:29][CH:30]=[CH:31][CH:32]=1, predict the reactants needed to synthesize it. The reactants are: [C@@H:1]12[CH2:6][C@@H:5]1[CH2:4][NH:3][C@@H:2]2[CH2:7][NH:8][C:9]([C:11]1[CH:12]=[CH:13][CH:14]=[C:15]2[O:19][CH:18]=[CH:17][C:16]=12)=[O:10].[Cl:20][C:21]1[CH:26]=[CH:25][CH:24]=[CH:23][C:22]=1[C:27]1[C:28]([C:33](O)=[O:34])=[CH:29][CH:30]=[CH:31][CH:32]=1. (2) Given the product [C:1]([NH:16][C:14](=[O:15])[C@H:9]([CH2:10][C:11](=[O:13])[NH2:12])[NH2:8])(=[O:5])[C:2]([CH3:4])=[CH2:3], predict the reactants needed to synthesize it. The reactants are: [C:1](Cl)(=[O:5])[C:2]([CH3:4])=[CH2:3].Cl.[NH2:8][C@H:9]([C:14]([NH2:16])=[O:15])[CH2:10][C:11](=[O:13])[NH2:12].C(OCC)C.C(=O)([O-])[O-].[K+].[K+]. (3) Given the product [Cl:24][CH2:25][C:26]([N:1]1[CH2:2][CH:3]([C:5]([N:7]2[CH2:13][CH2:12][CH2:11][N:10]([CH:14]3[CH2:17][CH2:16][CH2:15]3)[CH2:9][CH2:8]2)=[O:6])[CH2:4]1)=[O:27], predict the reactants needed to synthesize it. The reactants are: [NH:1]1[CH2:4][CH:3]([C:5]([N:7]2[CH2:13][CH2:12][CH2:11][N:10]([CH:14]3[CH2:17][CH2:16][CH2:15]3)[CH2:9][CH2:8]2)=[O:6])[CH2:2]1.C([O-])([O-])=O.[Na+].[Na+].[Cl:24][CH2:25][C:26](Cl)=[O:27]. (4) Given the product [Br:18][CH2:19][CH2:20][CH2:21][O:17][C:14]1[CH:15]=[CH:16][C:9]2[C:8]([C:5]3[CH:6]=[CH:7][C:2]([F:1])=[CH:3][CH:4]=3)=[CH:12][S:11][C:10]=2[CH:13]=1, predict the reactants needed to synthesize it. The reactants are: [F:1][C:2]1[CH:7]=[CH:6][C:5]([C:8]2[C:9]3[CH:16]=[CH:15][C:14]([OH:17])=[CH:13][C:10]=3[S:11][CH:12]=2)=[CH:4][CH:3]=1.[Br:18][CH2:19][CH2:20][CH2:21]Br. (5) Given the product [CH3:7][C:8]([CH3:15])([CH2:12][CH:13]=[CH2:14])[C:9]([O:11][CH2:21][C:22]1[CH:27]=[CH:26][CH:25]=[CH:24][CH:23]=1)=[O:10], predict the reactants needed to synthesize it. The reactants are: C([O-])([O-])=O.[K+].[K+].[CH3:7][C:8]([CH3:15])([CH2:12][CH:13]=[CH2:14])[C:9]([OH:11])=[O:10].CN(C=O)C.[CH2:21](Br)[C:22]1[CH:27]=[CH:26][CH:25]=[CH:24][CH:23]=1.